This data is from Reaction yield outcomes from USPTO patents with 853,638 reactions. The task is: Predict the reaction yield, written as a fraction of the theoretical maximum amount of product (1.0 means a 100% yield; for example, 0.34 means a 34% yield). (1) The product is [ClH:32].[NH:19]1[C:27]2=[N:26][CH:25]=[CH:24][CH:23]=[C:22]2[C:21]([CH:28]=[C:10]2[O:9][C:8]([N:5]3[CH2:6][CH2:7][N:2]([CH3:1])[CH2:3][CH2:4]3)=[C:12]([C:13]([O:15][CH2:16][CH3:17])=[O:14])[C:11]2=[O:18])=[CH:20]1. The yield is 0.0900. The catalyst is C(O)C. The reactants are [CH3:1][N:2]1[CH2:7][CH2:6][N:5]([C:8]2[O:9][CH2:10][C:11](=[O:18])[C:12]=2[C:13]([O:15][CH2:16][CH3:17])=[O:14])[CH2:4][CH2:3]1.[NH:19]1[C:27]2[C:22](=[CH:23][CH:24]=[CH:25][N:26]=2)[C:21]([CH:28]=O)=[CH:20]1.CO.[ClH:32]. (2) The reactants are [Br:1][C:2]1[CH:3]=[N:4][CH:5]=[C:6]([Br:10])[C:7]=1[CH:8]=O.[CH3:11][NH:12][NH2:13]. No catalyst specified. The product is [Br:1][C:2]1[CH:3]=[N:4][CH:5]=[C:6]([Br:10])[C:7]=1/[CH:8]=[N:13]/[NH:12][CH3:11]. The yield is 0.960. (3) The reactants are [CH:1]1([N:6]2[CH2:11][CH2:10][N:9]([C:12]([C:14]3[CH:15]=[C:16]4[C:20](=[CH:21][CH:22]=3)[NH:19][C:18]([C:23]([N:25]3[CH2:30][CH2:29][C:28]([F:32])([F:31])[CH2:27][CH2:26]3)=[O:24])=[CH:17]4)=[O:13])[CH2:8][CH2:7]2)[CH2:5][CH2:4][CH2:3][CH2:2]1.[C:33]([C:35]1[CH:36]=[C:37](B(O)O)[CH:38]=[CH:39][CH:40]=1)#[N:34].N1C=CC=CC=1. The catalyst is ClCCl.C([O-])(=O)C.[Cu+2].C([O-])(=O)C. The product is [CH:1]1([N:6]2[CH2:7][CH2:8][N:9]([C:12]([C:14]3[CH:15]=[C:16]4[C:20](=[CH:21][CH:22]=3)[N:19]([C:39]3[CH:40]=[C:35]([CH:36]=[CH:37][CH:38]=3)[C:33]#[N:34])[C:18]([C:23]([N:25]3[CH2:26][CH2:27][C:28]([F:31])([F:32])[CH2:29][CH2:30]3)=[O:24])=[CH:17]4)=[O:13])[CH2:10][CH2:11]2)[CH2:5][CH2:4][CH2:3][CH2:2]1. The yield is 0.390.